Dataset: Aqueous solubility values for 9,982 compounds from the AqSolDB database. Task: Regression/Classification. Given a drug SMILES string, predict its absorption, distribution, metabolism, or excretion properties. Task type varies by dataset: regression for continuous measurements (e.g., permeability, clearance, half-life) or binary classification for categorical outcomes (e.g., BBB penetration, CYP inhibition). For this dataset (solubility_aqsoldb), we predict Y. (1) The drug is COC(C)(C)CC(C)=O. The Y is 0.333 log mol/L. (2) The molecule is O=c1n(CCO)c(=O)n(CCO)c(=O)n1CCO. The Y is 0.340 log mol/L. (3) The molecule is Cn1c(=O)[nH]n(-c2ccccc2)c1=O. The Y is -2.98 log mol/L. (4) The molecule is Clc1ccc(-c2cccc(Cl)c2Cl)c(Cl)c1. The Y is -6.68 log mol/L. (5) The compound is CC1=C(O)C(=O)C(C)O1. The Y is 0.391 log mol/L. (6) The Y is -1.99 log mol/L. The compound is CC1CC(O)CC(C)(C)C1. (7) The compound is Nc1ccc(N=Nc2ccc(NS(=O)(=O)c3ccc(N=Nc4c(S(=O)(=O)[O-])cc5cc(S(=O)(=O)[O-])c(N=Nc6ccc([N+](=O)[O-])cc6)c(N)c5c4O)cc3)cc2)c(N)c1.[Na+].[Na+]. The Y is -0.526 log mol/L.